From a dataset of Peptide-MHC class I binding affinity with 185,985 pairs from IEDB/IMGT. Regression. Given a peptide amino acid sequence and an MHC pseudo amino acid sequence, predict their binding affinity value. This is MHC class I binding data. (1) The peptide sequence is RAIRGEQLL. The MHC is Mamu-B08 with pseudo-sequence Mamu-B08. The binding affinity (normalized) is 0.286. (2) The peptide sequence is KPIKCWNCGK. The MHC is Mamu-A2201 with pseudo-sequence Mamu-A2201. The binding affinity (normalized) is 0.